This data is from Catalyst prediction with 721,799 reactions and 888 catalyst types from USPTO. The task is: Predict which catalyst facilitates the given reaction. (1) Reactant: [O-]S(S([O-])=O)=O.[Na+].[Na+].N.[F:10][C:11]1[CH:16]=[CH:15][CH:14]=[C:13]([F:17])[C:12]=1[C:18]([N:20]1[CH2:25][CH2:24][N:23]([C:26]2[C:31]([CH3:32])=[CH:30][C:29]([N+:33]([O-])=O)=[CH:28][N:27]=2)[CH2:22][CH2:21]1)=[O:19]. Product: [NH2:33][C:29]1[CH:30]=[C:31]([CH3:32])[C:26]([N:23]2[CH2:22][CH2:21][N:20]([C:18]([C:12]3[C:13]([F:17])=[CH:14][CH:15]=[CH:16][C:11]=3[F:10])=[O:19])[CH2:25][CH2:24]2)=[N:27][CH:28]=1. The catalyst class is: 20. (2) Reactant: [C:1]1([C:7](Cl)([C:14]2[CH:19]=[CH:18][CH:17]=[CH:16][CH:15]=2)[C:8]2[CH:13]=[CH:12][CH:11]=[CH:10][CH:9]=2)[CH:6]=[CH:5][CH:4]=[CH:3][CH:2]=1.[Cl:21][C:22]1[C:30]2[C:25](=[CH:26][C:27]([N+:33]([O-:35])=[O:34])=[C:28]([CH:31]=[CH2:32])[CH:29]=2)[NH:24][N:23]=1.CCN(C(C)C)C(C)C. Product: [Cl:21][C:22]1[C:30]2[C:25](=[CH:26][C:27]([N+:33]([O-:35])=[O:34])=[C:28]([CH:31]=[CH2:32])[CH:29]=2)[N:24]([C:7]([C:14]2[CH:19]=[CH:18][CH:17]=[CH:16][CH:15]=2)([C:8]2[CH:13]=[CH:12][CH:11]=[CH:10][CH:9]=2)[C:1]2[CH:6]=[CH:5][CH:4]=[CH:3][CH:2]=2)[N:23]=1. The catalyst class is: 4. (3) Product: [NH2:9][C:6]1[CH:7]=[CH:8][C:3]([N:2]([CH3:16])[CH3:1])=[CH:4][C:5]=1[N+:13]([O-:15])=[O:14]. The catalyst class is: 5. Reactant: [CH3:1][N:2]([CH3:16])[C:3]1[CH:8]=[CH:7][C:6]([NH:9]C(=O)C)=[C:5]([N+:13]([O-:15])=[O:14])[CH:4]=1.O.[OH-].[K+]. (4) Reactant: [F:1][C:2]1[CH:3]=[C:4]2[C:8](=[CH:9][CH:10]=1)[NH:7][CH:6]=[C:5]2[CH2:11][CH2:12][NH:13][C:14](=O)CC(C)(C)C.[H-].[H-].[H-].[H-].[Li+].[Al+3].O.[OH-].[Na+]. Product: [F:1][C:2]1[CH:3]=[C:4]2[C:8](=[CH:9][CH:10]=1)[NH:7][CH:6]=[C:5]2[CH2:11][CH2:12][NH:13][CH3:14]. The catalyst class is: 1.